This data is from Reaction yield outcomes from USPTO patents with 853,638 reactions. The task is: Predict the reaction yield, written as a fraction of the theoretical maximum amount of product (1.0 means a 100% yield; for example, 0.34 means a 34% yield). (1) The reactants are [OH:1][C@@H:2]1[CH2:7][NH:6][C@H:5]([C:8]([OH:10])=O)[C@@H:4]([C:11]([O:13][CH3:14])=[O:12])[CH2:3]1.Cl.[C:16]1([C:22]2[CH2:23][CH2:24][NH:25][CH2:26][CH:27]=2)[CH:21]=[CH:20][CH:19]=[CH:18][CH:17]=1.F[P-](F)(F)(F)(F)F.N1(O[P+](N(C)C)(N(C)C)N(C)C)C2C=CC=C[C:38]=2N=N1.CN(C)C=O.C(N(CC)C(C)C)(C)C.C(#N)C.O1CCCC1.C=O.C(O[BH-](OC(=O)C)OC(=O)C)(=O)C.[Na+]. The catalyst is O. The product is [OH:1][C@@H:2]1[CH2:7][N:6]([CH3:38])[C@H:5]([C:8]([N:25]2[CH2:24][CH:23]=[C:22]([C:16]3[CH:21]=[CH:20][CH:19]=[CH:18][CH:17]=3)[CH2:27][CH2:26]2)=[O:10])[C@@H:4]([C:11]([O:13][CH3:14])=[O:12])[CH2:3]1. The yield is 0.850. (2) The yield is 0.830. The reactants are [C:1]([O:5][C:6]([N:8]1[CH2:13][CH2:12][N:11]([CH2:14][CH2:15][N:16]2[C:24]3[C:19](=[CH:20][C:21]([O:25][C:26]4[CH:31]=[CH:30][C:29]([F:32])=[CH:28][C:27]=4[CH2:33][NH2:34])=[CH:22][CH:23]=3)[CH:18]=[N:17]2)[CH2:10][CH2:9]1)=[O:7])([CH3:4])([CH3:3])[CH3:2].[N+](C1C=CC([O:44][C:45](=O)[NH:46][C:47]2[O:51][N:50]=[C:49]([C:52]([CH3:55])([CH3:54])[CH3:53])[CH:48]=2)=CC=1)([O-])=O. The product is [C:1]([O:5][C:6]([N:8]1[CH2:9][CH2:10][N:11]([CH2:14][CH2:15][N:16]2[C:24]3[C:19](=[CH:20][C:21]([O:25][C:26]4[CH:31]=[CH:30][C:29]([F:32])=[CH:28][C:27]=4[CH2:33][NH:34][C:45]([NH:46][C:47]4[O:51][N:50]=[C:49]([C:52]([CH3:55])([CH3:54])[CH3:53])[CH:48]=4)=[O:44])=[CH:22][CH:23]=3)[CH:18]=[N:17]2)[CH2:12][CH2:13]1)=[O:7])([CH3:4])([CH3:2])[CH3:3]. The catalyst is ClCCl.C(OCC)(=O)C. (3) The reactants are C[O:2][C:3]([C:5]1[CH:10]=[CH:9][C:8]([NH:11][CH:12]2[CH2:14][CH2:13]2)=[C:7]([O:15][CH2:16][CH:17]2[CH2:19][CH2:18]2)[N:6]=1)=[O:4].[OH-].[Na+]. The catalyst is CO.C(OCC)(=O)C. The product is [CH:12]1([NH:11][C:8]2[CH:9]=[CH:10][C:5]([C:3]([OH:4])=[O:2])=[N:6][C:7]=2[O:15][CH2:16][CH:17]2[CH2:19][CH2:18]2)[CH2:13][CH2:14]1. The yield is 0.920. (4) The reactants are [F:1][C:2]([F:12])([F:11])[C:3](=O)[CH2:4][C:5]([O:7]CC)=O.[Cl:13][C:14]1[CH:20]=[CH:19][C:18]([F:21])=[CH:17][C:15]=1[NH2:16]. The catalyst is O. The product is [Cl:13][C:14]1[CH:20]=[CH:19][C:18]([F:21])=[C:17]2[C:15]=1[N:16]=[C:3]([C:2]([F:1])([F:11])[F:12])[CH:4]=[C:5]2[OH:7]. The yield is 0.510. (5) The reactants are [CH3:1][C:2](=O)[CH2:3][CH3:4].Cl.[Br:7][C:8]1[CH:13]=[CH:12][C:11]([NH:14]N)=[CH:10][CH:9]=1. The catalyst is CCO. The product is [Br:7][C:8]1[CH:13]=[C:12]2[C:11](=[CH:10][CH:9]=1)[NH:14][C:3]([CH3:4])=[C:2]2[CH3:1]. The yield is 0.670. (6) The reactants are Cl[C:2]1[CH:7]=[C:6]([F:8])[CH:5]=[CH:4][N:3]=1.[Br-].[S:10]1[CH:14]=[CH:13][N:12]=[C:11]1[Zn+].C1COCC1. The catalyst is CCOC(C)=O.C1C=CC(P(C2C=CC=CC=2)[C-]2C=CC=C2)=CC=1.C1C=CC(P(C2C=CC=CC=2)[C-]2C=CC=C2)=CC=1.Cl[Pd]Cl.[Fe+2]. The product is [F:8][C:6]1[CH:5]=[CH:4][N:3]=[C:2]([C:11]2[S:10][CH:14]=[CH:13][N:12]=2)[CH:7]=1. The yield is 0.780.